Dataset: Forward reaction prediction with 1.9M reactions from USPTO patents (1976-2016). Task: Predict the product of the given reaction. The product is: [C:2]([C:4]1[CH:5]=[C:6]([NH:10][C:18](=[O:23])[C:19]([CH3:22])([CH3:21])[CH3:20])[CH:7]=[CH:8][CH:9]=1)(=[O:3])[CH3:1]. Given the reactants [CH3:1][C:2]([C:4]1[CH:9]=[CH:8][CH:7]=[C:6]([NH2:10])[CH:5]=1)=[O:3].C(N(CC)CC)C.[C:18](Cl)(=[O:23])[C:19]([CH3:22])([CH3:21])[CH3:20].O, predict the reaction product.